This data is from Reaction yield outcomes from USPTO patents with 853,638 reactions. The task is: Predict the reaction yield, written as a fraction of the theoretical maximum amount of product (1.0 means a 100% yield; for example, 0.34 means a 34% yield). (1) The reactants are [CH3:1][C:2]1[CH:6]=[C:5]([CH3:7])[NH:4][N:3]=1.[H-].[Na+].[CH3:10][O:11][C:12]1[CH:19]=[CH:18][C:15]([CH2:16]Cl)=[CH:14][CH:13]=1. The catalyst is CN(C)C=O.[Cl-].[NH4+]. The product is [CH3:10][O:11][C:12]1[CH:19]=[CH:18][C:15]([CH2:16][N:3]2[C:2]([CH3:1])=[CH:6][C:5]([CH3:7])=[N:4]2)=[CH:14][CH:13]=1. The yield is 0.920. (2) The reactants are Cl.Cl.[NH2:3][C:4]1[CH:5]=[C:6]([C:10]2[CH:18]=[CH:17][C:13]([C:14]([NH2:16])=[O:15])=[C:12]([O:19][C:20]3[CH:25]=[CH:24][C:23]([O:26][C:27]4[CH:32]=[CH:31][CH:30]=[CH:29][CH:28]=4)=[CH:22][CH:21]=3)[N:11]=2)[CH:7]=[CH:8][CH:9]=1.CCN(C(C)C)C(C)C.[C:42](Cl)(=[O:45])[CH:43]=[CH2:44]. The catalyst is ClCCCl. The product is [C:42]([NH:3][C:4]1[CH:5]=[C:6]([C:10]2[CH:18]=[CH:17][C:13]([C:14]([NH2:16])=[O:15])=[C:12]([O:19][C:20]3[CH:25]=[CH:24][C:23]([O:26][C:27]4[CH:32]=[CH:31][CH:30]=[CH:29][CH:28]=4)=[CH:22][CH:21]=3)[N:11]=2)[CH:7]=[CH:8][CH:9]=1)(=[O:45])[CH:43]=[CH2:44]. The yield is 0.190. (3) The product is [C:11]([O:15][C:16](=[O:19])[CH2:17][N:6]1[CH:7]=[CH:8][C:4]([N+:1]([O-:3])=[O:2])=[N:5]1)([CH3:14])([CH3:13])[CH3:12]. The reactants are [N+:1]([C:4]1[CH:8]=[CH:7][NH:6][N:5]=1)([O-:3])=[O:2].[H-].[Na+].[C:11]([O:15][C:16](=[O:19])[CH2:17]Br)([CH3:14])([CH3:13])[CH3:12]. The yield is 0.770. The catalyst is CN(C)C=O. (4) The reactants are C([O:4][C@@H:5]1[C@@H:10]([CH2:11][O:12]C(=O)C)[O:9][C@H:8]([C:16]2[CH:17]=[C:18]([CH:34]=[CH:35][CH:36]=2)[O:19][C:20]2[CH:21]=[C:22]([C:30]([O:32][CH3:33])=[O:31])[CH:23]=[C:24]([CH:29]=2)[C:25]([O:27][CH3:28])=[O:26])[C@@H:7]([OH:37])[C@H:6]1[OH:38])(=O)C.C[O-].[Na+]. The catalyst is CO. The product is [OH:37][C@H:7]1[C@@H:6]([OH:38])[C@H:5]([OH:4])[C@@H:10]([CH2:11][OH:12])[O:9][C@@H:8]1[C:16]1[CH:17]=[C:18]([CH:34]=[CH:35][CH:36]=1)[O:19][C:20]1[CH:29]=[C:24]([C:25]([O:27][CH3:28])=[O:26])[CH:23]=[C:22]([CH:21]=1)[C:30]([O:32][CH3:33])=[O:31]. The yield is 0.460. (5) The reactants are CC(C)([O-])C.[Na+].[N:7]1([C:15]([O:17][C:18]([CH3:21])([CH3:20])[CH3:19])=[O:16])[CH:11]2[CH2:12][NH:13][CH2:14][CH:10]2[CH2:9][CH2:8]1.I[C:23]1[CH:24]=[CH:25][CH:26]=[C:27]2[C:32]=1[N:31]=[CH:30][C:29]([S:33]([C:36]1[CH:41]=[CH:40][CH:39]=[CH:38][CH:37]=1)(=[O:35])=[O:34])=[CH:28]2. The catalyst is O1CCOCC1.C1(P(C2C=CC=CC=2)[C-]2C=CC=C2)C=CC=CC=1.[C-]1(P(C2C=CC=CC=2)C2C=CC=CC=2)C=CC=C1.[Fe+2].C1C=CC(/C=C/C(/C=C/C2C=CC=CC=2)=O)=CC=1.C1C=CC(/C=C/C(/C=C/C2C=CC=CC=2)=O)=CC=1.C1C=CC(/C=C/C(/C=C/C2C=CC=CC=2)=O)=CC=1.[Pd].[Pd]. The product is [C:36]1([S:33]([C:29]2[CH:30]=[N:31][C:32]3[C:27]([CH:28]=2)=[CH:26][CH:25]=[CH:24][C:23]=3[N:13]2[CH2:14][CH:10]3[CH2:9][CH2:8][N:7]([C:15]([O:17][C:18]([CH3:21])([CH3:20])[CH3:19])=[O:16])[CH:11]3[CH2:12]2)(=[O:35])=[O:34])[CH:41]=[CH:40][CH:39]=[CH:38][CH:37]=1. The yield is 0.380. (6) The reactants are [Cl:1][C:2]1[CH:7]=[CH:6][CH:5]=[CH:4][C:3]=1[C:8]1[C:12]2[CH:13]=[N:14][C:15]([O:17][C:18]3[CH:23]=[CH:22][C:21]([F:24])=[CH:20][C:19]=3[F:25])=[CH:16][C:11]=2[N:10](C(OC(C)(C)C)=O)[N:9]=1. The catalyst is C[O-].[Na+].CO. The product is [Cl:1][C:2]1[CH:7]=[CH:6][CH:5]=[CH:4][C:3]=1[C:8]1[C:12]2[CH:13]=[N:14][C:15]([O:17][C:18]3[CH:23]=[CH:22][C:21]([F:24])=[CH:20][C:19]=3[F:25])=[CH:16][C:11]=2[NH:10][N:9]=1. The yield is 0.910. (7) The reactants are [CH2:1]([N:3]1[C:7](=[NH:8])/[C:6](=[CH:9]\[C:10]2[CH:15]=[CH:14][C:13]([OH:16])=[C:12]([O:17][CH3:18])[CH:11]=2)/[N:5]([CH3:19])[C:4]1=[O:20])[CH3:2].C(=O)([O-])[O-].[K+].[K+].Br[CH2:28][C:29]1[CH:34]=[CH:33][CH:32]=[CH:31][C:30]=1[C:35]([F:38])([F:37])[F:36].[OH-].[Na+]. The catalyst is CN(C)C=O. The product is [CH2:1]([N:3]1[C:7](=[NH:8])/[C:6](=[CH:9]\[C:10]2[CH:15]=[CH:14][C:13]([O:16][CH2:28][C:29]3[CH:34]=[CH:33][CH:32]=[CH:31][C:30]=3[C:35]([F:36])([F:37])[F:38])=[C:12]([O:17][CH3:18])[CH:11]=2)/[N:5]([CH3:19])[C:4]1=[O:20])[CH3:2]. The yield is 0.610. (8) The reactants are [CH3:1][C:2]1[CH:11]=[CH:10][C:9]2[C:4](=[CH:5][CH:6]=[CH:7][CH:8]=2)[C:3]=1[C:12]1[CH:13]=[C:14]([CH:29]=[CH:30][CH:31]=1)[CH2:15][O:16][C:17]1[CH:22]=[CH:21][C:20]([CH2:23][CH2:24][C:25]([O:27]C)=[O:26])=[CH:19][CH:18]=1.[OH-].[Na+].O.C(O)(=O)CC(CC(O)=O)(C(O)=O)O. The catalyst is CO.O1CCCC1. The product is [CH3:1][C:2]1[CH:11]=[CH:10][C:9]2[C:4](=[CH:5][CH:6]=[CH:7][CH:8]=2)[C:3]=1[C:12]1[CH:13]=[C:14]([CH:29]=[CH:30][CH:31]=1)[CH2:15][O:16][C:17]1[CH:22]=[CH:21][C:20]([CH2:23][CH2:24][C:25]([OH:27])=[O:26])=[CH:19][CH:18]=1. The yield is 0.850.